The task is: Predict the reactants needed to synthesize the given product.. This data is from Retrosynthesis with 50K atom-mapped reactions and 10 reaction types from USPTO. (1) The reactants are: COCCOc1cc2ncnc(NC3=CC(=O)C(Cl)=CC3=O)c2cc1OC.O=C(O)C1CNC1. Given the product COCCOc1cc2ncnc(NC3=CC(=O)C(N4CC(C(=O)O)C4)=CC3=O)c2cc1OC, predict the reactants needed to synthesize it. (2) Given the product COC[C@H](Cc1ccccc1)NC(=O)[C@H](N)c1ccc(-c2ccccc2)cc1, predict the reactants needed to synthesize it. The reactants are: COC[C@H](Cc1ccccc1)NC(=O)[C@H](NC(=O)OC(C)(C)C)c1ccc(-c2ccccc2)cc1.